This data is from NCI-60 drug combinations with 297,098 pairs across 59 cell lines. The task is: Regression. Given two drug SMILES strings and cell line genomic features, predict the synergy score measuring deviation from expected non-interaction effect. Drug 1: CC1CCC2CC(C(=CC=CC=CC(CC(C(=O)C(C(C(=CC(C(=O)CC(OC(=O)C3CCCCN3C(=O)C(=O)C1(O2)O)C(C)CC4CCC(C(C4)OC)OCCO)C)C)O)OC)C)C)C)OC. Drug 2: CCC1(C2=C(COC1=O)C(=O)N3CC4=CC5=C(C=CC(=C5CN(C)C)O)N=C4C3=C2)O.Cl. Cell line: SF-268. Synergy scores: CSS=23.7, Synergy_ZIP=-0.556, Synergy_Bliss=1.60, Synergy_Loewe=-13.3, Synergy_HSA=0.821.